Task: Regression. Given a peptide amino acid sequence and an MHC pseudo amino acid sequence, predict their binding affinity value. This is MHC class II binding data.. Dataset: Peptide-MHC class II binding affinity with 134,281 pairs from IEDB (1) The peptide sequence is AAPAAGYTPATPAAP. The MHC is DRB5_0101 with pseudo-sequence DRB5_0101. The binding affinity (normalized) is 0.288. (2) The peptide sequence is IAKVPPGPNITATYG. The MHC is HLA-DQA10401-DQB10402 with pseudo-sequence HLA-DQA10401-DQB10402. The binding affinity (normalized) is 0.0879. (3) The peptide sequence is WNSGNEWITDFAGKT. The MHC is DRB1_1501 with pseudo-sequence DRB1_1501. The binding affinity (normalized) is 0.207. (4) The peptide sequence is AQGKAFYEAVAKAHQ. The MHC is DRB5_0101 with pseudo-sequence DRB5_0101. The binding affinity (normalized) is 0.664. (5) The peptide sequence is KFIPALEAAVKQAYAATVAT. The MHC is DRB3_0101 with pseudo-sequence DRB3_0101. The binding affinity (normalized) is 0.117. (6) The peptide sequence is SEPGKYTAYEGQRVVF. The MHC is HLA-DQA10501-DQB10201 with pseudo-sequence HLA-DQA10501-DQB10201. The binding affinity (normalized) is 0.402. (7) The peptide sequence is GELQIVDKIDDAFKI. The MHC is DRB1_1101 with pseudo-sequence DRB1_1101. The binding affinity (normalized) is 0.392.